Dataset: Full USPTO retrosynthesis dataset with 1.9M reactions from patents (1976-2016). Task: Predict the reactants needed to synthesize the given product. (1) Given the product [CH3:19][O:18][C:16]1[CH:17]=[C:12]([C:10]#[C:11][C:2]2[CH:3]=[C:4]([CH:7]=[CH:8][CH:9]=2)[C:5]#[N:6])[CH:13]=[N:14][CH:15]=1, predict the reactants needed to synthesize it. The reactants are: I[C:2]1[CH:3]=[C:4]([CH:7]=[CH:8][CH:9]=1)[C:5]#[N:6].[C:10]([C:12]1[CH:13]=[N:14][CH:15]=[C:16]([O:18][CH3:19])[CH:17]=1)#[CH:11]. (2) Given the product [C:13]([NH:12][CH:10]([C:9]([OH:8])=[O:20])[CH2:11][OH:24])([O:15][C:16]([CH3:19])([CH3:18])[CH3:17])=[O:14], predict the reactants needed to synthesize it. The reactants are: C([O:8][C:9](=[O:20])[C:10]([NH:12][C:13]([O:15][C:16]([CH3:19])([CH3:18])[CH3:17])=[O:14])=[CH2:11])C1C=CC=CC=1.N[C@H](C(O)=O)C[OH:24].[OH-].[Na+].CC(OC(OC(OC(C)(C)C)=O)=O)(C)C. (3) Given the product [CH2:48]([O:14][C:12]([C:9]1([CH2:15][C:16]2[CH:21]=[CH:20][CH:19]=[CH:18][CH:17]=2)[CH2:10][CH2:11][N:6]([CH2:5][C:4]2[CH:29]=[CH:30][CH:25]=[CH:26][CH:27]=2)[CH2:7][CH2:8]1)=[O:13])[CH3:49], predict the reactants needed to synthesize it. The reactants are: Cl.Cl.N[CH2:4][CH2:5][N:6]1[CH2:11][CH2:10][C:9]([CH2:15][C:16]2[CH:21]=[CH:20][CH:19]=[CH:18][CH:17]=2)([C:12]([OH:14])=[O:13])[CH2:8][CH2:7]1.CC1C=C(NC(N[C:25]2[C:30]3C(=CC=C[CH:29]=3)N=[C:27](C)[CH:26]=2)=O)[C:30]2[C:25](=[CH:26][CH:27]=C[CH:29]=2)N=1.[CH2:48]1COC[CH2:49]1. (4) Given the product [CH2:1]([O:3][CH2:4][C@@H:5]([C:6]1[CH:11]=[CH:10][C:9]([S:12]([CH2:15][CH3:16])(=[O:13])=[O:14])=[CH:8][CH:7]=1)[NH2:17])[CH3:2], predict the reactants needed to synthesize it. The reactants are: [CH2:1]([O:3][CH2:4][C@H:5]([NH:17]C(=O)OC(C)(C)C)[C:6]1[CH:11]=[CH:10][C:9]([S:12]([CH2:15][CH3:16])(=[O:14])=[O:13])=[CH:8][CH:7]=1)[CH3:2].